Dataset: Reaction yield outcomes from USPTO patents with 853,638 reactions. Task: Predict the reaction yield, written as a fraction of the theoretical maximum amount of product (1.0 means a 100% yield; for example, 0.34 means a 34% yield). (1) The reactants are [NH2:1][CH2:2][CH2:3][C:4]([OH:6])=[O:5].[C:7]1(=O)[O:12][C:10](=[O:11])[CH:9]=[CH:8]1.O[N:15]1[C:19](=[O:20])[CH2:18][CH2:17][C:16]1=[O:21].C1(N=C=NC2CCCCC2)CCCCC1. The catalyst is CN(C=O)C. The product is [C:7]1(=[O:12])[N:1]([CH2:2][CH2:3][C:4]([O:6][N:15]2[C:19](=[O:20])[CH2:18][CH2:17][C:16]2=[O:21])=[O:5])[C:10](=[O:11])[CH:9]=[CH:8]1. The yield is 0.550. (2) The reactants are Cl[C:2]1[CH:12]=[CH:11][C:5]([C:6]([N:8]([CH3:10])[CH3:9])=[O:7])=[CH:4][N:3]=1.CN(C=O)C.[N-:18]=[N+:19]=[N-:20].[Na+]. The catalyst is O. The product is [N:18]([C:2]1[CH:12]=[CH:11][C:5]([C:6]([N:8]([CH3:10])[CH3:9])=[O:7])=[CH:4][N:3]=1)=[N+:19]=[N-:20]. The yield is 0.260.